Dataset: Reaction yield outcomes from USPTO patents with 853,638 reactions. Task: Predict the reaction yield, written as a fraction of the theoretical maximum amount of product (1.0 means a 100% yield; for example, 0.34 means a 34% yield). (1) The reactants are [Cl:1][C:2]1[CH:7]=[CH:6][C:5]([CH:8]2[CH2:12][NH:11][CH2:10][CH:9]2[N:13]([CH3:28])[C:14](=[O:27])[C:15]2[CH:20]=[CH:19][C:18]([O:21][CH3:22])=[C:17]([C:23]([F:26])([F:25])[F:24])[CH:16]=2)=[CH:4][CH:3]=1.[F:29][C:30]1[CH:38]=[CH:37][C:33]([C:34](Cl)=[O:35])=[CH:32][CH:31]=1.C(N(CC)C(C)C)(C)C. The catalyst is ClCCl.C(OCC)(=O)C. The product is [Cl:1][C:2]1[CH:3]=[CH:4][C:5]([CH:8]2[CH2:12][N:11]([C:34](=[O:35])[C:33]3[CH:37]=[CH:38][C:30]([F:29])=[CH:31][CH:32]=3)[CH2:10][CH:9]2[N:13]([CH3:28])[C:14](=[O:27])[C:15]2[CH:20]=[CH:19][C:18]([O:21][CH3:22])=[C:17]([C:23]([F:24])([F:25])[F:26])[CH:16]=2)=[CH:6][CH:7]=1. The yield is 0.950. (2) The reactants are [NH2:1][C:2]1[CH:7]=[CH:6][C:5]([C:8]2[CH:13]=[CH:12][C:11]([C:14]([F:17])([F:16])[F:15])=[CH:10][CH:9]=2)=[CH:4][C:3]=1[OH:18].[S:19](N)([NH2:22])(=[O:21])=[O:20]. The catalyst is N1C=CC=CC=1. The product is [OH:18][C:3]1[CH:4]=[C:5]([C:8]2[CH:9]=[CH:10][C:11]([C:14]([F:15])([F:16])[F:17])=[CH:12][CH:13]=2)[CH:6]=[CH:7][C:2]=1[NH:1][S:19]([NH2:22])(=[O:21])=[O:20]. The yield is 0.220. (3) The reactants are Br[C:2]1[CH:3]=[CH:4][C:5]([O:9][C:10]2[CH:15]=[CH:14][C:13]([CH3:16])=[CH:12][C:11]=2[OH:17])=[C:6]([OH:8])[CH:7]=1.[O:18]1[CH:22]=[CH:21][CH:20]=[C:19]1B(O)O.C(=O)([O-])[O-].[Na+].[Na+].C1(C)C=CC=CC=1. The catalyst is C1C=CC([P]([Pd]([P](C2C=CC=CC=2)(C2C=CC=CC=2)C2C=CC=CC=2)([P](C2C=CC=CC=2)(C2C=CC=CC=2)C2C=CC=CC=2)[P](C2C=CC=CC=2)(C2C=CC=CC=2)C2C=CC=CC=2)(C2C=CC=CC=2)C2C=CC=CC=2)=CC=1.O.CCO. The product is [OH:17][C:11]1[CH:12]=[C:13]([CH3:16])[CH:14]=[CH:15][C:10]=1[O:9][C:5]1[CH:4]=[CH:3][C:2]([C:19]2[O:18][CH:22]=[CH:21][CH:20]=2)=[CH:7][C:6]=1[OH:8]. The yield is 0.320. (4) The reactants are [Cl:1][C:2]1[CH:7]=[CH:6][C:5]([C:8]2([C:13]#N)[CH2:11][CH:10]([OH:12])[CH2:9]2)=[CH:4][CH:3]=1.C1C[O:18]CC1. The catalyst is CCCCCC. The product is [Cl:1][C:2]1[CH:7]=[CH:6][C:5]([C:8]2([CH:13]=[O:18])[CH2:11][CH:10]([OH:12])[CH2:9]2)=[CH:4][CH:3]=1. The yield is 0.830. (5) The reactants are [H-].[Na+].[Br:3][C:4]1[C:10]([O:11][CH3:12])=[CH:9][C:7]([NH2:8])=[C:6]([N+:13]([O-:15])=[O:14])[CH:5]=1.Cl[CH2:17][C:18]1[CH:28]=[CH:27][C:21]2[N:22]=[C:23]([S:25][CH3:26])[S:24][C:20]=2[CH:19]=1. The catalyst is CN(C=O)C. The product is [Br:3][C:4]1[C:10]([O:11][CH3:12])=[CH:9][C:7]([NH:8][CH2:17][C:18]2[CH:28]=[CH:27][C:21]3[N:22]=[C:23]([S:25][CH3:26])[S:24][C:20]=3[CH:19]=2)=[C:6]([N+:13]([O-:15])=[O:14])[CH:5]=1. The yield is 0.250. (6) The reactants are [Br:1][C:2]1[CH:7]=[CH:6][C:5]([CH2:8][C:9]#[N:10])=[CH:4][C:3]=1[O:11][CH3:12].C[Si]([N-][Si](C)(C)C)(C)C.[Li+].[CH:23]1([C:26](Cl)=[O:27])[CH2:25][CH2:24]1.[NH4+].[Cl-]. The catalyst is C1COCC1. The product is [Br:1][C:2]1[CH:7]=[CH:6][C:5]([CH:8]([C:26]([CH:23]2[CH2:25][CH2:24]2)=[O:27])[C:9]#[N:10])=[CH:4][C:3]=1[O:11][CH3:12]. The yield is 0.580. (7) The reactants are [F:1][C:2]1[CH:7]=[CH:6][C:5]([C:8]2[C:9]([C:21]3[CH:26]=[CH:25][CH:24]=[C:23]([CH3:27])[N:22]=3)=[N:10][N:11]([CH2:13][O:14][CH2:15][CH2:16][Si:17]([CH3:20])([CH3:19])[CH3:18])[CH:12]=2)=[CH:4][C:3]=1B1OC(C)(C)C(C)(C)O1.Br[C:38]1[S:42][C:41]([S:43]([NH2:46])(=[O:45])=[O:44])=[CH:40][CH:39]=1.O. The catalyst is COCCOC. The product is [F:1][C:2]1[CH:7]=[CH:6][C:5]([C:8]2[C:9]([C:21]3[CH:26]=[CH:25][CH:24]=[C:23]([CH3:27])[N:22]=3)=[N:10][N:11]([CH2:13][O:14][CH2:15][CH2:16][Si:17]([CH3:20])([CH3:18])[CH3:19])[CH:12]=2)=[CH:4][C:3]=1[C:38]1[S:42][C:41]([S:43]([NH2:46])(=[O:45])=[O:44])=[CH:40][CH:39]=1. The yield is 0.950.